From a dataset of Forward reaction prediction with 1.9M reactions from USPTO patents (1976-2016). Predict the product of the given reaction. (1) Given the reactants [N:1]([CH2:4][C:5]1[CH:10]=[C:9]([Br:11])[C:8]([F:12])=[CH:7][C:6]=1[F:13])=[N+]=[N-].C1(P(C2C=CC=CC=2)C2C=CC=CC=2)C=CC=CC=1, predict the reaction product. The product is: [Br:11][C:9]1[C:8]([F:12])=[CH:7][C:6]([F:13])=[C:5]([CH:10]=1)[CH2:4][NH2:1]. (2) Given the reactants [CH2:1]([O:5][C:6]1[CH:14]=[CH:13][C:12]([S:15]([CH3:18])(=[O:17])=[O:16])=[CH:11][C:7]=1[C:8]([OH:10])=O)[CH:2]([CH3:4])[CH3:3].FC(F)(F)C(O)=O.[F:26][C:27]([F:40])([F:39])[C:28]1[S:32][C:31]([N:33]2[CH2:38][CH2:37][NH:36][CH2:35][CH2:34]2)=[N:30][N:29]=1, predict the reaction product. The product is: [CH2:1]([O:5][C:6]1[CH:14]=[CH:13][C:12]([S:15]([CH3:18])(=[O:17])=[O:16])=[CH:11][C:7]=1[C:8]([N:36]1[CH2:35][CH2:34][N:33]([C:31]2[S:32][C:28]([C:27]([F:39])([F:26])[F:40])=[N:29][N:30]=2)[CH2:38][CH2:37]1)=[O:10])[CH:2]([CH3:3])[CH3:4]. (3) Given the reactants [C:1]1([NH2:8])[CH:6]=[CH:5][CH:4]=[CH:3][C:2]=1[NH2:7].[CH3:9][O:10][C:11](=[O:17])[CH2:12][CH2:13][C:14]([CH3:16])=O.C(O[BH-](OC(=O)C)OC(=O)C)(=O)C.[Na+].C(O)(=O)C, predict the reaction product. The product is: [CH3:9][O:10][C:11](=[O:17])[CH2:12][CH2:13][CH:14]([NH:7][C:2]1[CH:3]=[CH:4][CH:5]=[CH:6][C:1]=1[NH2:8])[CH3:16]. (4) Given the reactants [CH2:1]([O:3][C:4](=[O:17])[C:5]#[C:6][C:7]1[CH:8]=[N:9][CH:10]=[C:11]([S:13]([CH3:16])(=[O:15])=[O:14])[CH:12]=1)[CH3:2].[C:18]([O:22][C:23]([N:25]1[C:34]2[C:29](=[CH:30][CH:31]=[C:32]([CH2:35][CH2:36][O:37][C:38]3[CH:39]=[C:40]4[C:44](=[CH:45][CH:46]=3)[NH:43][CH:42]=[CH:41]4)[N:33]=2)[CH2:28][CH2:27][CH2:26]1)=[O:24])([CH3:21])([CH3:20])[CH3:19], predict the reaction product. The product is: [C:18]([O:22][C:23]([N:25]1[C:34]2[C:29](=[CH:30][CH:31]=[C:32]([CH2:35][CH2:36][O:37][C:38]3[CH:39]=[C:40]4[C:44](=[CH:45][CH:46]=3)[N:43]([C:6]([C:7]3[CH:8]=[N:9][CH:10]=[C:11]([S:13]([CH3:16])(=[O:14])=[O:15])[CH:12]=3)=[CH:5][C:4]([O:3][CH2:1][CH3:2])=[O:17])[CH:42]=[CH:41]4)[N:33]=2)[CH2:28][CH2:27][CH2:26]1)=[O:24])([CH3:21])([CH3:19])[CH3:20]. (5) Given the reactants Cl[C:2]1[CH:7]=[CH:6][N:5]=[CH:4][C:3]=1[NH:8][C:9]1[N:13]2[N:14]=[C:15]([C:18]3[C:23]([F:24])=[CH:22][CH:21]=[CH:20][C:19]=3[F:25])[CH:16]=[CH:17][C:12]2=[CH:11][N:10]=1.CC1(C)C(C)(C)OB([C:34]2[CH:35]=[C:36]([CH:38]=[CH:39][CH:40]=2)[NH2:37])O1.P([O-])([O-])([O-])=O.[K+].[K+].[K+], predict the reaction product. The product is: [NH2:37][C:36]1[CH:35]=[C:34]([C:2]2[CH:7]=[CH:6][N:5]=[CH:4][C:3]=2[NH:8][C:9]2[N:13]3[N:14]=[C:15]([C:18]4[C:23]([F:24])=[CH:22][CH:21]=[CH:20][C:19]=4[F:25])[CH:16]=[CH:17][C:12]3=[CH:11][N:10]=2)[CH:40]=[CH:39][CH:38]=1. (6) Given the reactants Cl.Cl.[N:3]1([CH:8]2[CH2:13][CH2:12][N:11]([C:14]([O:16][C:17]3[CH:22]=[C:21]([F:23])[CH:20]=[CH:19][C:18]=3/[CH:24]=[C:25]3\[C:26](=O)[N:27]=[C:28]([N:30]4[CH2:35][CH2:34][CH2:33][CH2:32][NH:31]4)[S:29]\3)=[O:15])[CH2:10][CH2:9]2)[CH2:7][CH2:6][CH2:5][CH2:4]1.P12(SP3(SP(SP(S3)(S1)=S)(=S)S2)=S)=[S:38], predict the reaction product. The product is: [N:3]1([CH:8]2[CH2:13][CH2:12][N:11]([C:14]([O:16][C:17]3[CH:22]=[C:21]([F:23])[CH:20]=[CH:19][C:18]=3/[CH:24]=[C:25]3/[C:26](=[S:38])[N:27]=[C:28]([N:30]4[CH2:35][CH2:34][CH2:33][CH2:32][NH:31]4)[S:29]/3)=[O:15])[CH2:10][CH2:9]2)[CH2:7][CH2:6][CH2:5][CH2:4]1. (7) The product is: [CH2:13]([NH:12][C:11](=[O:20])[C@@H:9]([OH:10])[CH:8]([NH:7][C:6](=[O:28])[C@@H:45]([NH:49][C:50](=[O:64])[C@@H:51]([NH:53][S:54]([C:57]1[C:58]([CH3:63])=[CH:59][CH:60]=[CH:61][CH:62]=1)(=[O:56])=[O:55])[CH3:52])[CH2:44][C:41]1[CH:40]=[CH:39][C:38]([O:37][CH3:36])=[CH:43][CH:42]=1)[CH2:21][C:22]1[CH:23]=[CH:24][CH:25]=[CH:26][CH:27]=1)[C:14]1[CH:15]=[CH:16][CH:17]=[CH:18][CH:19]=1. Given the reactants C(O[C:6](=[O:28])[NH:7][C@@H:8]([CH2:21][C:22]1[CH:27]=[CH:26][CH:25]=[CH:24][CH:23]=1)[CH:9]([C:11](=[O:20])[NH:12][CH2:13][C:14]1[CH:19]=[CH:18][CH:17]=[CH:16][CH:15]=1)[OH:10])(C)(C)C.FC(F)(F)C(O)=O.[CH3:36][O:37][C:38]1[CH:43]=[CH:42][C:41]([CH2:44][C@H:45]([NH:49][C:50](=[O:64])[C@@H:51]([NH:53][S:54]([C:57]2[C:58]([CH3:63])=[CH:59][CH:60]=[CH:61][CH:62]=2)(=[O:56])=[O:55])[CH3:52])C(O)=O)=[CH:40][CH:39]=1.C(N(CC)C(C)C)(C)C.CN(C(ON1N=NC2C=CC=NC1=2)=[N+](C)C)C.F[P-](F)(F)(F)(F)F, predict the reaction product.